Dataset: Experimentally validated miRNA-target interactions with 360,000+ pairs, plus equal number of negative samples. Task: Binary Classification. Given a miRNA mature sequence and a target amino acid sequence, predict their likelihood of interaction. (1) The miRNA is mmu-miR-5127 with sequence UCUCCCAACCCUUUUCCCA. The protein sequence of the target gene is MNRKVTAIALAAIIWATAAQGFLMFKQGRCLCIGPGMKAVKMAEIEKASVIYPSNGCDKVEVIVTMKAHKRQRCLDPRSKQARLIMQAIEKKNFLRRQNM. Result: 1 (interaction). (2) The protein sequence of the target gene is MAAAGVVSGKIIYEQEGVYIHSSCGKANDQDSLISGILRVLEKDAEVIVDWRPLDDALDSSSILCAGKDSSSVVEWTQAPKERAHRGSDQQSSYEAEWDMVTTVSFKKKPHTNGDAPGHRNGKSKWSFLFSLADLKSVKQSKEGMGWSYLVFCLKDDVMLPALHFHQGDSKLLIESLEKYVVLCESPQDSRTLLVNCQNKSLSQSFENLLDEPAYGLIQKIKKDPYTATMVGFSKVTNYIFDSLRGSDPSTHQRPPSEMADFLSDAIPGLKINQQEEPGFEVITRIDLGERPVVQRREPV.... The miRNA is mmu-miR-743a-3p with sequence GAAAGACACCAAGCUGAGUAGA. Result: 0 (no interaction). (3) The protein sequence of the target gene is MAEAAEPEGVAPGPQGPPEVPAPLAERPGEPGAAGGEAEGPEGSEGAEEAPRGAAAVKEAGGGGPDRGPEAEARGTRGAHGETEAEEGAPEGAEVPQGGEETSGAQQVEGASPGRGAQGEPRGEAQREPEDSAAPERQEEAEQRPEVPEGSASGEAGDSVDAEGPLGDNIEAEGPAGDSVEAEGRVGDSVDAEGPAGDSVDAEGPLGDNIQAEGPAGDSVDAEGRVGDSVDAEGPAGDSVDAEGRVGDSVEAGDPAGDGVEAGVPAGDSVEAEGPAGDSMDAEGPAGRARRVSGEPQQSG.... The miRNA is hsa-miR-4691-3p with sequence CCAGCCACGGACUGAGAGUGCAU. Result: 1 (interaction). (4) The miRNA is hsa-miR-4661-5p with sequence AACUAGCUCUGUGGAUCCUGAC. The protein sequence of the target gene is MPFLWGLRQDKEACVGTNNQSYICDTGHCCGQSQCCNYYYELWWFWLVWTVVIILSCCCVCHHRRAKHRLQAQQRQHEINLIAYREAHNYSALPFYFRFLPNSLLPPYEEVVNRPPTPPPPYSAFQLQQQQQLLPPPPQGGPPGGSPPGADPPPQGSQGAQSSPLSGPSRSSTRPPSVADPQSPEVPTDREATKASGTESGSPMAGHGELDPGAFLDQDSECKEELLKDSRSERGGVSPDSEDKTPGRHRRFTGDSGIEVCVCNRGHHDDDLKEFNTLIDDALDGPLDFCDSCHVRPPVD.... Result: 0 (no interaction). (5) The miRNA is rno-miR-133a-5p with sequence AGCUGGUAAAAUGGAACCAAAU. The protein sequence of the target gene is MEDDDSYVPSDLTAEERQELENIRRRKQELLADIQRLKEEIAEVANEIESLGSTEERKNMQRNKQVAMGRKKFNMDPKKGIQFLIENGLLKNTCEDIAQFLYKGEGLNKTAIGDYLGERDEFSIQVLHAFVELHEFTDLNLVQALRQFLWSFRLPGEAQKIDRMMEAFAQRYCQCNTGVFQSTDTCYVLSFAIIMLNTSLHNPNVKDKPTVERFIAMNRGINDGGDLPEELLRNLYESIKNEPFKIPEDDGNDLTHTFFNPDREGWLLKLGGGRVKTWKRRWFILTDNCLYYFEYTTDKE.... Result: 0 (no interaction). (6) The miRNA is hsa-miR-1236-3p with sequence CCUCUUCCCCUUGUCUCUCCAG. The protein sequence of the target gene is MAEGEDMQTFTSIMDALVRISTSMKNMEKELLCPVCQEMYKQPLVLPCTHNVCQACAREVLGQQGYIGHGGDPSSEPTSPASTPSTRSPRLSRRTLPKPDRLDRLLKSGFGTYPGRKRGALHPQTILFPCPACQGDVELGERGLSGLFRNLTLERVVERYRQSVSVGGAILCQLCKPPPLEATKGCTECRATFCNECFKLFHPWGTQKAQHEPTLPTLSFRPKGLMCPDHKEEVTHYCKTCQRLVCQLCRVRRTHSGHKITPVLSAYQALKDKLTKSLAYILGNQDTVQTQICELEETIR.... Result: 0 (no interaction). (7) The miRNA is rno-miR-187-3p with sequence UCGUGUCUUGUGUUGCAGCCGG. The protein sequence of the target gene is MQALVLLLWTGALLGHGSSQNVPSSSEGSPVPDSTGEPVEEEDPFFKVPVNKLAAAVSNFGYDLYRLRSSASPTGNVLLSPLSVATALSALSLGAEHRTESVIHRALYYDLITNPDIHSTYKELLASVTAPEKNLKSASRIVFERKLRVKSSFVAPLEKSYGTRPRILTGNPRVDLQEINNWVQAQMKGKIARSTREMPSALSILLLGVAYFKGQWVTKFDSRKTTLQDFHLDEDRTVRVPMMSDPKAILRYGLDSDLNCKIAQLPLTGSMSIIFFLPLTVTQNLTMIEESLTSEFIHDI.... Result: 0 (no interaction).